From a dataset of NCI-60 drug combinations with 297,098 pairs across 59 cell lines. Regression. Given two drug SMILES strings and cell line genomic features, predict the synergy score measuring deviation from expected non-interaction effect. Drug 1: C1C(C(OC1N2C=C(C(=O)NC2=O)F)CO)O. Drug 2: CC12CCC3C(C1CCC2O)C(CC4=C3C=CC(=C4)O)CCCCCCCCCS(=O)CCCC(C(F)(F)F)(F)F. Cell line: EKVX. Synergy scores: CSS=1.41, Synergy_ZIP=0.439, Synergy_Bliss=0.371, Synergy_Loewe=2.11, Synergy_HSA=-1.34.